Dataset: Full USPTO retrosynthesis dataset with 1.9M reactions from patents (1976-2016). Task: Predict the reactants needed to synthesize the given product. Given the product [C:17]([C:13]1[CH:12]=[C:11]2[C:16](=[CH:15][CH:14]=1)[N:8]([C:6]([O:5][C:1]([CH3:4])([CH3:3])[CH3:2])=[O:7])[CH:9]=[C:10]2[I:20])(=[O:18])[NH2:23], predict the reactants needed to synthesize it. The reactants are: [C:1]([O:5][C:6]([N:8]1[C:16]2[C:11](=[CH:12][C:13]([C:17](O)=[O:18])=[CH:14][CH:15]=2)[C:10]([I:20])=[CH:9]1)=[O:7])([CH3:4])([CH3:3])[CH3:2].CC[N:23]=C=NCCCN(C)C.Cl.